Predict the reaction yield, written as a fraction of the theoretical maximum amount of product (1.0 means a 100% yield; for example, 0.34 means a 34% yield). From a dataset of Reaction yield outcomes from USPTO patents with 853,638 reactions. (1) The reactants are Cl[C:2]1[CH:3]=[CH:4][N:5]2[C:10]([C:11]=1[CH3:12])=[C:9]([CH:13]1[CH2:15][CH2:14]1)[CH:8]=[C:7]([C:16]([O:18][CH3:19])=[O:17])[C:6]2=[O:20].[NH2:21][C:22]1[CH:23]=[C:24](B(O)O)[CH:25]=[C:26]([F:28])[CH:27]=1. No catalyst specified. The product is [NH2:21][C:22]1[CH:23]=[C:24]([C:2]2[CH:3]=[CH:4][N:5]3[C:10]([C:11]=2[CH3:12])=[C:9]([CH:13]2[CH2:15][CH2:14]2)[CH:8]=[C:7]([C:16]([O:18][CH3:19])=[O:17])[C:6]3=[O:20])[CH:25]=[C:26]([F:28])[CH:27]=1. The yield is 0.810. (2) The yield is 0.530. The catalyst is ClCCl.CO. The reactants are [C:1]([C:5]1[CH:10]=[CH:9][C:8]([S:11]([NH:14][C:15]2[CH:16]=[C:17]3[C:21](=[CH:22][CH:23]=2)[NH:20][C:19]([C:24]([OH:26])=O)=[C:18]3[C:27]2[CH:32]=[CH:31][N:30]=[CH:29][CH:28]=2)(=[O:13])=[O:12])=[CH:7][CH:6]=1)([CH3:4])([CH3:3])[CH3:2].[NH2:33][CH:34]1[CH2:39][CH2:38][O:37][CH2:36][CH2:35]1. The product is [O:37]1[CH2:38][CH2:39][CH:34]([NH:33][C:24]([C:19]2[NH:20][C:21]3[C:17]([C:18]=2[C:27]2[CH:32]=[CH:31][N:30]=[CH:29][CH:28]=2)=[CH:16][C:15]([NH:14][S:11]([C:8]2[CH:9]=[CH:10][C:5]([C:1]([CH3:3])([CH3:2])[CH3:4])=[CH:6][CH:7]=2)(=[O:12])=[O:13])=[CH:23][CH:22]=3)=[O:26])[CH2:35][CH2:36]1. (3) The reactants are [CH3:1][C:2]1[O:6][N:5]=[C:4]([C:7]2[CH:12]=[CH:11][CH:10]=[CH:9][CH:8]=2)[C:3]=1[CH2:13][NH:14][C:15]1[CH:23]=[CH:22][C:18]([C:19]([OH:21])=O)=[CH:17][N:16]=1.F[B-](F)(F)F.N1(OC(N(C)C)=[N+](C)C)C2C=CC=CC=2N=N1.C(N(CC)C(C)C)(C)C.[CH2:55]([CH2:57][NH2:58])[OH:56]. The catalyst is C(OCC)(=O)C.CN(C=O)C. The product is [OH:56][CH2:55][CH2:57][NH:58][C:19](=[O:21])[C:18]1[CH:22]=[CH:23][C:15]([NH:14][CH2:13][C:3]2[C:4]([C:7]3[CH:8]=[CH:9][CH:10]=[CH:11][CH:12]=3)=[N:5][O:6][C:2]=2[CH3:1])=[N:16][CH:17]=1. The yield is 0.880. (4) The reactants are C[O:2][C:3]([C:5]1[CH:24]=[CH:23][C:8](/[CH:9]=[CH:10]/[C@@H:11]2[CH2:15][CH2:14][CH2:13][N:12]2[C:16]([O:18][C:19]([CH3:22])([CH3:21])[CH3:20])=[O:17])=[CH:7][CH:6]=1)=O.[H-].C([Al+]CC(C)C)C(C)C. The catalyst is ClCCl. The product is [OH:2][CH2:3][C:5]1[CH:6]=[CH:7][C:8](/[CH:9]=[CH:10]/[C@@H:11]2[CH2:15][CH2:14][CH2:13][N:12]2[C:16]([O:18][C:19]([CH3:20])([CH3:22])[CH3:21])=[O:17])=[CH:23][CH:24]=1. The yield is 0.980. (5) The reactants are C([O:8][C:9]1[CH:14]=[C:13]([O:15][CH3:16])[CH:12]=[CH:11][C:10]=1[CH2:17][C:18]([O:20][CH3:21])=[O:19])C1C=CC=CC=1. The catalyst is [C].[Pd].O1CCCC1. The product is [OH:8][C:9]1[CH:14]=[C:13]([O:15][CH3:16])[CH:12]=[CH:11][C:10]=1[CH2:17][C:18]([O:20][CH3:21])=[O:19]. The yield is 0.950. (6) The reactants are [NH2:1][C:2]1[CH:3]=[CH:4][CH:5]=[C:6]2[C:11]=1[CH:10]=[C:9]([OH:12])[CH:8]=[CH:7]2.[C:13]([O:17][C:18](O[C:18]([O:17][C:13]([CH3:16])([CH3:15])[CH3:14])=[O:19])=[O:19])([CH3:16])([CH3:15])[CH3:14].C(=O)([O-])[O-].[Na+].[Na+]. The catalyst is O1CCCC1.ClCCl. The product is [OH:12][C:9]1[CH:10]=[C:11]2[C:6]([CH:5]=[CH:4][CH:3]=[C:2]2[NH:1][C:18](=[O:19])[O:17][C:13]([CH3:16])([CH3:15])[CH3:14])=[CH:7][CH:8]=1. The yield is 1.00. (7) The reactants are C1(P(C2C=CC=CC=2)C2C=CC=CC=2)C=CC=CC=1.[C:20]([Br:24])(Br)(Br)Br.[CH2:25]([O:32][C:33]1[CH:34]=[C:35]([CH:38]=[CH:39][CH:40]=1)CO)[C:26]1[CH:31]=[CH:30][CH:29]=[CH:28][CH:27]=1. The catalyst is C1COCC1. The product is [CH2:25]([O:32][C:33]1[CH:40]=[C:39]([CH:38]=[CH:35][CH:34]=1)[CH2:20][Br:24])[C:26]1[CH:31]=[CH:30][CH:29]=[CH:28][CH:27]=1. The yield is 0.770. (8) The reactants are [C:1]1([C:17]2[CH:22]=[CH:21][CH:20]=[CH:19][CH:18]=2)[CH:6]=[CH:5][C:4]([CH:7]([NH:15][CH3:16])[CH2:8][N:9]2[CH2:14][CH2:13][O:12][CH2:11][CH2:10]2)=[CH:3][CH:2]=1.[CH3:23][C:24]1[CH:25]=[C:26]2[C:31](=[CH:32][C:33]=1[CH3:34])[N:30]([CH2:35][C:36]([OH:38])=O)[C:29](=[O:39])[CH:28]=[N:27]2.C(N(C(C)C)CC)(C)C. The catalyst is CN(C)C=O. The product is [C:1]1([C:17]2[CH:22]=[CH:21][CH:20]=[CH:19][CH:18]=2)[CH:2]=[CH:3][C:4]([CH:7]([N:15]([CH3:16])[C:36](=[O:38])[CH2:35][N:30]2[C:31]3[C:26](=[CH:25][C:24]([CH3:23])=[C:33]([CH3:34])[CH:32]=3)[N:27]=[CH:28][C:29]2=[O:39])[CH2:8][N:9]2[CH2:10][CH2:11][O:12][CH2:13][CH2:14]2)=[CH:5][CH:6]=1. The yield is 0.140. (9) The reactants are Cl[C:2]1[CH:7]=[C:6]([O:8][CH2:9][CH2:10][C:11]2[C:20]3[C:15](=[CH:16][CH:17]=[CH:18][CH:19]=3)[C:14]([NH:21]C(=O)OC(C)(C)C)=[CH:13][CH:12]=2)[CH:5]=[CH:4][N:3]=1.C(=O)(OC(C)(C)C)[NH2:30].C([O-])([O-])=O.[Cs+].[Cs+].O. The catalyst is C1COCC1.C(Cl)Cl.C(O)(C(F)(F)F)=O.C1C=CC(/C=C/C(/C=C/C2C=CC=CC=2)=O)=CC=1.C1C=CC(/C=C/C(/C=C/C2C=CC=CC=2)=O)=CC=1.C1C=CC(/C=C/C(/C=C/C2C=CC=CC=2)=O)=CC=1.[Pd].[Pd]. The product is [NH2:21][C:14]1[C:15]2[C:20](=[CH:19][CH:18]=[CH:17][CH:16]=2)[C:11]([CH2:10][CH2:9][O:8][C:6]2[CH:5]=[CH:4][N:3]=[C:2]([NH2:30])[CH:7]=2)=[CH:12][CH:13]=1. The yield is 0.110. (10) The reactants are [NH2:1][C:2]1[CH:7]=[C:6]([C@H:8]2[CH2:13][CH2:12][CH2:11][CH2:10][C@@H:9]2[O:14][C:15]2[C:20]([F:21])=[CH:19][C:18]([S:22]([N:25](CC3C=CC(OC)=CC=3OC)[C:26]3[CH:31]=[CH:30][N:29]=[CH:28][N:27]=3)(=[O:24])=[O:23])=[C:17]([F:43])[CH:16]=2)[CH:5]=[CH:4][N:3]=1.C([SiH](CC)CC)C.FC(F)(F)C(O)=O. The catalyst is ClCCl. The product is [NH2:1][C:2]1[CH:7]=[C:6]([C@H:8]2[CH2:13][CH2:12][CH2:11][CH2:10][C@@H:9]2[O:14][C:15]2[C:20]([F:21])=[CH:19][C:18]([S:22]([NH:25][C:26]3[CH:31]=[CH:30][N:29]=[CH:28][N:27]=3)(=[O:23])=[O:24])=[C:17]([F:43])[CH:16]=2)[CH:5]=[CH:4][N:3]=1. The yield is 0.580.